The task is: Predict the reactants needed to synthesize the given product.. This data is from Full USPTO retrosynthesis dataset with 1.9M reactions from patents (1976-2016). (1) Given the product [Br:18][CH2:10][C:9]#[C:8][C:4]1[CH:5]=[CH:6][CH:7]=[C:2]([F:1])[CH:3]=1, predict the reactants needed to synthesize it. The reactants are: [F:1][C:2]1[CH:3]=[C:4]([C:8]#[C:9][CH2:10]O)[CH:5]=[CH:6][CH:7]=1.N1C=CC=CC=1.[Br:18]P(Br)Br. (2) Given the product [N:1]1([CH2:5][CH2:6][N:7]2[CH:11]=[C:10]([C:48]3[CH:53]=[CH:52][N:51]=[C:50]([C:54]([F:57])([F:56])[F:55])[CH:49]=3)[N:9]=[C:8]2[CH:22]2[CH2:23][CH2:24][N:25]([C:28]3[N:33]=[CH:32][N:31]=[C:30]([NH2:34])[C:29]=3[CH2:35][CH3:36])[CH2:26][CH2:27]2)[CH2:2][CH2:3][CH2:4]1, predict the reactants needed to synthesize it. The reactants are: [N:1]1([CH2:5][CH2:6][N:7]2[CH:11]=[C:10](C3C=NC=C(C(F)(F)F)C=3)[N:9]=[C:8]2[CH:22]2[CH2:27][CH2:26][N:25]([C:28]3[N:33]=[CH:32][N:31]=[C:30]([NH2:34])[C:29]=3[CH2:35][CH3:36])[CH2:24][CH2:23]2)[CH2:4][CH2:3][CH2:2]1.N1(CCN2C=C([C:48]3[CH:53]=[CH:52][N:51]=[C:50]([C:54]([F:57])([F:56])[F:55])[CH:49]=3)N=C2C2CCNCC2)CCC1. (3) Given the product [C:1]([O:5][C:6](=[O:34])[NH:7][C:8]1[CH:9]=[CH:10][C:11]([S:14][C:15]2[CH:20]=[CH:19][C:18]([C:21](=[O:30])[NH:22][C:23]3[CH:28]=[CH:27][C:26]([Br:29])=[CH:25][CH:24]=3)=[CH:17][C:16]=2[NH2:31])=[CH:12][CH:13]=1)([CH3:4])([CH3:2])[CH3:3], predict the reactants needed to synthesize it. The reactants are: [C:1]([O:5][C:6](=[O:34])[NH:7][C:8]1[CH:13]=[CH:12][C:11]([S:14][C:15]2[CH:20]=[CH:19][C:18]([C:21](=[O:30])[NH:22][C:23]3[CH:28]=[CH:27][C:26]([Br:29])=[CH:25][CH:24]=3)=[CH:17][C:16]=2[N+:31]([O-])=O)=[CH:10][CH:9]=1)([CH3:4])([CH3:3])[CH3:2].[Cl-].[NH4+]. (4) Given the product [Cl:28][C:7]1[CH:8]=[C:9]([O:12][CH2:13][C:14]2[N:15]=[C:16]([C:20]3[CH:25]=[CH:24][CH:23]=[CH:22][C:21]=3[O:26][CH3:27])[O:17][C:18]=2[CH3:19])[CH:10]=[CH:11][C:6]=1[CH2:5][C@H:4]([O:29][CH2:30][CH3:31])[C:3]([OH:32])=[O:2], predict the reactants needed to synthesize it. The reactants are: C[O:2][C:3](=[O:32])[C@@H:4]([O:29][CH2:30][CH3:31])[CH2:5][C:6]1[CH:11]=[CH:10][C:9]([O:12][CH2:13][C:14]2[N:15]=[C:16]([C:20]3[CH:25]=[CH:24][CH:23]=[CH:22][C:21]=3[O:26][CH3:27])[O:17][C:18]=2[CH3:19])=[CH:8][C:7]=1[Cl:28].[Li+].[OH-]. (5) Given the product [CH2:1]([O:3][C:4](=[O:17])/[CH:5]=[C:6](/[O:8][C:9]1[CH:14]=[C:13]([Cl:15])[CH:12]=[CH:11][C:10]=1[Cl:16])\[CH2:7][Br:18])[CH3:2], predict the reactants needed to synthesize it. The reactants are: [CH2:1]([O:3][C:4](=[O:17])/[CH:5]=[C:6](/[O:8][C:9]1[CH:14]=[C:13]([Cl:15])[CH:12]=[CH:11][C:10]=1[Cl:16])\[CH3:7])[CH3:2].[Br:18]N1C(=O)CCC1=O.C(OOC(=O)C1C=CC=CC=1)(=O)C1C=CC=CC=1. (6) Given the product [NH2:20][C:19]1[NH:21][C:3](=[O:2])[CH:4]=[C:5]([C:7]2[CH:12]=[C:11]([Br:13])[CH:10]=[CH:9][C:8]=2[O:14][CH3:15])[N:18]=1, predict the reactants needed to synthesize it. The reactants are: C[O:2][C:3](=O)[CH2:4][C:5]([C:7]1[CH:12]=[C:11]([Br:13])[CH:10]=[CH:9][C:8]=1[O:14][CH3:15])=O.Cl.[NH2:18][C:19]([NH2:21])=[NH:20].[O-]CC.[Na+]. (7) Given the product [Cl:25][C:11]1[N:12]=[C:13]2[C:8](=[CH:9][C:10]=1[C:17]1[CH:22]=[CH:21][CH:20]=[CH:19][CH:18]=1)[N:7]1[C:3]([CH2:1][CH3:2])=[N:4][N:5]=[C:6]1[CH:15]=[CH:14]2, predict the reactants needed to synthesize it. The reactants are: [CH2:1]([C:3]1[N:7]2[C:8]3[CH:9]=[C:10]([C:17]4[CH:22]=[CH:21][CH:20]=[CH:19][CH:18]=4)[C:11](=O)[NH:12][C:13]=3[CH:14]=[CH:15][C:6]2=[N:5][N:4]=1)[CH3:2].O=P(Cl)(Cl)[Cl:25].